This data is from Full USPTO retrosynthesis dataset with 1.9M reactions from patents (1976-2016). The task is: Predict the reactants needed to synthesize the given product. (1) Given the product [C:106]([C:105]1[N:104]([CH2:108][CH2:109][CH2:110][OH:111])[N:103]=[CH:102][C:101]=1[C:98]1[N:97]=[C:96]([C:112](=[O:113])[NH:114][CH3:115])[C:95]([NH:94][C:26]2[C:27]([C:28]([F:29])([F:30])[F:31])=[CH:22][N:23]=[C:24]([NH:32][C:33]3[CH:47]=[CH:46][C:36]([CH2:37][P:38](=[O:45])([O:42][CH2:43][CH3:44])[O:39][CH2:40][CH3:41])=[CH:35][C:34]=3[O:48][CH3:49])[N:25]=2)=[CH:100][CH:99]=1)#[N:107], predict the reactants needed to synthesize it. The reactants are: OCCCN1C=C(C2C=CC(N[C:22]3[C:27]([C:28]([F:31])([F:30])[F:29])=[CH:26][N:25]=[C:24]([NH:32][C:33]4[CH:47]=[CH:46][C:36]([CH2:37][P:38](=[O:45])([O:42][CH2:43][CH3:44])[O:39][CH2:40][CH3:41])=[CH:35][C:34]=4[O:48][CH3:49])[N:23]=3)=C3C=2CN(C)C3=O)C=N1.C(OP1(=O)CC2C=CC(=CC=2)NC2=NC(=C(C(F)(F)F)C=N2)NC2C=CC(=NC=2C(NC)=O)C2=CN(N=C2)CCCCO1)C.[NH2:94][C:95]1[C:96]([C:112]([NH:114][CH3:115])=[O:113])=[N:97][C:98]([C:101]2[CH:102]=[N:103][N:104]([CH2:108][CH2:109][CH2:110][OH:111])[C:105]=2[C:106]#[N:107])=[CH:99][CH:100]=1. (2) The reactants are: [N:1]1([C:7]2[C:8]3[N:22]=[N:21][N:20]([CH:23]4[CH2:28][CH2:27][NH:26][CH2:25][CH2:24]4)[C:9]=3[N:10]=[C:11]([C:13]3[CH:14]=[C:15]([OH:19])[CH:16]=[CH:17][CH:18]=3)[N:12]=2)[CH2:6][CH2:5][O:4][CH2:3][CH2:2]1.[CH3:29][N:30]([CH3:43])[CH2:31][CH2:32][CH2:33][O:34][C:35]1[CH:42]=[CH:41][C:38]([CH:39]=O)=[CH:37][CH:36]=1.[BH3-]C#N.[Na+]. Given the product [CH3:43][N:30]([CH3:29])[CH2:31][CH2:32][CH2:33][O:34][C:35]1[CH:36]=[CH:37][C:38]([CH2:39][N:26]2[CH2:27][CH2:28][CH:23]([N:20]3[C:9]4[N:10]=[C:11]([C:13]5[CH:14]=[C:15]([OH:19])[CH:16]=[CH:17][CH:18]=5)[N:12]=[C:7]([N:1]5[CH2:6][CH2:5][O:4][CH2:3][CH2:2]5)[C:8]=4[N:22]=[N:21]3)[CH2:24][CH2:25]2)=[CH:41][CH:42]=1, predict the reactants needed to synthesize it. (3) Given the product [C:31]([C:14]1[CH:13]=[C:16]([NH:18][NH:19][C:20](=[O:29])[C:21]2[CH:26]=[CH:25][C:24]([Br:27])=[CH:23][C:22]=2[CH3:28])[CH:11]=[CH:10][C:9]=1[S:6][CH:4]([CH3:5])[CH3:3])#[N:32], predict the reactants needed to synthesize it. The reactants are: [H-].[Na+].[CH3:3][CH:4]([SH:6])[CH3:5].C([C:9]1[CH:10]=[C:11]([C:16]([NH:18][NH:19][C:20](=[O:29])[C:21]2[CH:26]=[CH:25][C:24]([Br:27])=[CH:23][C:22]=2[CH3:28])=O)C=[CH:13][C:14]=1F)#N.O.[CH3:31][N:32](C=O)C. (4) Given the product [CH2:1]([C:8]1[S:9][C:10]([CH3:28])=[C:11]([CH3:27])[C:12]=1[C:13]([C:15]1[CH:20]=[CH:19][C:18]([O:21][S:30]([C:33]2[CH:41]=[CH:40][C:36]([C:37]([OH:39])=[O:38])=[C:35]([OH:42])[CH:34]=2)(=[O:32])=[O:31])=[C:17]([CH:22]2[CH2:26][CH2:25][CH2:24][CH2:23]2)[CH:16]=1)=[O:14])[C:2]1[CH:3]=[CH:4][CH:5]=[CH:6][CH:7]=1, predict the reactants needed to synthesize it. The reactants are: [CH2:1]([C:8]1[S:9][C:10]([CH3:28])=[C:11]([CH3:27])[C:12]=1[C:13]([C:15]1[CH:20]=[CH:19][C:18]([OH:21])=[C:17]([CH:22]2[CH2:26][CH2:25][CH2:24][CH2:23]2)[CH:16]=1)=[O:14])[C:2]1[CH:7]=[CH:6][CH:5]=[CH:4][CH:3]=1.Cl[S:30]([C:33]1[CH:41]=[CH:40][C:36]([C:37]([OH:39])=[O:38])=[C:35]([OH:42])[CH:34]=1)(=[O:32])=[O:31]. (5) Given the product [N:1]1[CH:6]=[CH:5][C:4]([CH2:7][CH:8]([NH2:20])[C:10]2[CH:11]=[C:12]([CH3:16])[CH:13]=[CH:14][CH:15]=2)=[CH:3][CH:2]=1, predict the reactants needed to synthesize it. The reactants are: [N:1]1[CH:6]=[CH:5][C:4]([CH2:7][C:8]([C:10]2[CH:11]=[C:12]([CH3:16])[CH:13]=[CH:14][CH:15]=2)=O)=[CH:3][CH:2]=1.Cl.O([NH2:20])C. (6) Given the product [F:1][C:2]([F:33])([F:32])[C:3]1[CH:4]=[C:5]([CH:29]=[CH:30][CH:31]=1)[C:6]([NH:8][CH2:9][CH2:10][C:11]1[CH:12]=[CH:13][CH:14]=[C:15]2[C:20]=1[CH:19]=[C:18]([S:21]([CH2:24][CH2:25][C:26]([Cl:36])=[O:27])(=[O:23])=[O:22])[CH:17]=[CH:16]2)=[O:7], predict the reactants needed to synthesize it. The reactants are: [F:1][C:2]([F:33])([F:32])[C:3]1[CH:4]=[C:5]([CH:29]=[CH:30][CH:31]=1)[C:6]([NH:8][CH2:9][CH2:10][C:11]1[CH:12]=[CH:13][CH:14]=[C:15]2[C:20]=1[CH:19]=[C:18]([S:21]([CH2:24][CH2:25][C:26](O)=[O:27])(=[O:23])=[O:22])[CH:17]=[CH:16]2)=[O:7].S(Cl)([Cl:36])=O.